Dataset: Full USPTO retrosynthesis dataset with 1.9M reactions from patents (1976-2016). Task: Predict the reactants needed to synthesize the given product. (1) Given the product [CH3:1][O:2][C:3](=[O:18])[C:4]1[CH:9]=[CH:8][C:7]([O:10][CH3:11])=[C:6]([SH:12])[CH:5]=1, predict the reactants needed to synthesize it. The reactants are: [CH3:1][O:2][C:3](=[O:18])[C:4]1[CH:9]=[CH:8][C:7]([O:10][CH3:11])=[C:6]([S:12]C(=O)N(C)C)[CH:5]=1.CO[Na]. (2) Given the product [F:23][C:20]1[CH:21]=[CH:22][C:17]([CH2:16][N:13]2[CH2:14][CH2:15][C:11]3([CH2:10][C:9](=[O:28])[C:8]4[C:25](=[CH:26][CH:27]=[C:6](/[CH:5]=[CH:4]/[C:3]([OH:29])=[O:2])[CH:7]=4)[O:24]3)[CH2:12]2)=[CH:18][CH:19]=1, predict the reactants needed to synthesize it. The reactants are: C[O:2][C:3](=[O:29])/[CH:4]=[CH:5]/[C:6]1[CH:7]=[C:8]2[C:25](=[CH:26][CH:27]=1)[O:24][C:11]1([CH2:15][CH2:14][N:13]([CH2:16][C:17]3[CH:22]=[CH:21][C:20]([F:23])=[CH:19][CH:18]=3)[CH2:12]1)[CH2:10][C:9]2=[O:28].Cl. (3) Given the product [CH2:6]([O:13][C:14](=[O:23])[C:15]1[CH:16]=[CH:17][C:18]([CH2:21][O:22][S:2]([CH3:1])(=[O:4])=[O:3])=[CH:19][CH:20]=1)[C:7]1[CH:8]=[CH:9][CH:10]=[CH:11][CH:12]=1, predict the reactants needed to synthesize it. The reactants are: [CH3:1][S:2](Cl)(=[O:4])=[O:3].[CH2:6]([O:13][C:14](=[O:23])[C:15]1[CH:20]=[CH:19][C:18]([CH2:21][OH:22])=[CH:17][CH:16]=1)[C:7]1[CH:12]=[CH:11][CH:10]=[CH:9][CH:8]=1.C(N(CC)CC)C.